This data is from Catalyst prediction with 721,799 reactions and 888 catalyst types from USPTO. The task is: Predict which catalyst facilitates the given reaction. (1) Product: [F:10][C:11]1[CH:16]=[CH:15][CH:14]=[CH:13][C:12]=1[N:17]1[C:25]2[C:20](=[C:21]([N:26]3[CH2:33][C@@H:32]4[C@H:28]([CH2:29][N:30]([C:40]([C:38]5[N:37]=[CH:36][O:35][CH:39]=5)=[O:41])[CH2:31]4)[C:27]3=[O:34])[CH:22]=[CH:23][CH:24]=2)[CH:19]=[N:18]1. Reactant: C(N(C(C)C)C(C)C)C.[F:10][C:11]1[CH:16]=[CH:15][CH:14]=[CH:13][C:12]=1[N:17]1[C:25]2[C:20](=[C:21]([N:26]3[CH2:33][CH:32]4[CH:28]([CH2:29][NH:30][CH2:31]4)[C:27]3=[O:34])[CH:22]=[CH:23][CH:24]=2)[CH:19]=[N:18]1.[O:35]1[CH:39]=[C:38]([C:40](O)=[O:41])[N:37]=[CH:36]1.F[P-](F)(F)(F)(F)F.CN(C(N1C2C(=NC=CC=2)[N+]([O-])=N1)=[N+](C)C)C. The catalyst class is: 54. (2) Reactant: [N+:1]([C:4]1[CH:20]=[CH:19][C:7]2[NH:8][C:9](=[O:18])[CH:10]([C:12]3[CH:17]=[CH:16][CH:15]=[CH:14][CH:13]=3)[O:11][C:6]=2[CH:5]=1)([O-:3])=[O:2].C(=O)([O-])[O-].[K+].[K+].I[CH2:28][CH3:29].O. Product: [CH2:28]([N:8]1[C:7]2[CH:19]=[CH:20][C:4]([N+:1]([O-:3])=[O:2])=[CH:5][C:6]=2[O:11][CH:10]([C:12]2[CH:17]=[CH:16][CH:15]=[CH:14][CH:13]=2)[C:9]1=[O:18])[CH3:29]. The catalyst class is: 3. (3) Reactant: [CH3:1][O:2][C:3]1[CH:7]=[C:6]([NH2:8])[NH:5][N:4]=1.O.[N+:10]([CH:13]([CH:16]=O)[CH:14]=O)([O-:12])=[O:11].[Na].C(OCC)(=O)C.C(O)(=O)C. Product: [CH3:1][O:2][C:3]1[C:7]2[C:6](=[N:8][CH:14]=[C:13]([N+:10]([O-:12])=[O:11])[CH:16]=2)[NH:5][N:4]=1. The catalyst class is: 6. (4) Reactant: [Cl:1][C:2]1[C:10]2[N:9]=[C:8]3[N:11]([C:15]4[CH:20]=[CH:19][C:18]([Cl:21])=[CH:17][C:16]=4[Cl:22])[CH2:12][CH2:13][CH2:14][N:7]3[C:6]=2[C:5]([CH:23]([CH2:30][CH3:31])[CH2:24][C:25](OCC)=[O:26])=[CH:4][CH:3]=1.[OH-].[Na+].ClC(OCC)=O.[NH3:40]. Product: [Cl:1][C:2]1[C:10]2[N:9]=[C:8]3[N:11]([C:15]4[CH:20]=[CH:19][C:18]([Cl:21])=[CH:17][C:16]=4[Cl:22])[CH2:12][CH2:13][CH2:14][N:7]3[C:6]=2[C:5]([CH:23]([CH2:30][CH3:31])[CH2:24][C:25]([NH2:40])=[O:26])=[CH:4][CH:3]=1. The catalyst class is: 54.